This data is from Peptide-MHC class I binding affinity with 185,985 pairs from IEDB/IMGT. The task is: Regression. Given a peptide amino acid sequence and an MHC pseudo amino acid sequence, predict their binding affinity value. This is MHC class I binding data. (1) The peptide sequence is SYWVRANFK. The MHC is HLA-A02:19 with pseudo-sequence HLA-A02:19. The binding affinity (normalized) is 0.0847. (2) The peptide sequence is YVIKVSARP. The MHC is Patr-B0101 with pseudo-sequence Patr-B0101. The binding affinity (normalized) is 0. (3) The peptide sequence is LLSNFGAPSY. The MHC is HLA-A26:01 with pseudo-sequence HLA-A26:01. The binding affinity (normalized) is 0.0549. (4) The peptide sequence is FENDIDEIL. The MHC is HLA-A69:01 with pseudo-sequence HLA-A69:01. The binding affinity (normalized) is 0.0847. (5) The peptide sequence is KVYLSTFNM. The MHC is HLA-A02:01 with pseudo-sequence HLA-A02:01. The binding affinity (normalized) is 0.419. (6) The peptide sequence is FANHDFTLV. The MHC is HLA-A02:02 with pseudo-sequence HLA-A02:02. The binding affinity (normalized) is 1.00. (7) The peptide sequence is TLPRARRRV. The MHC is HLA-A02:01 with pseudo-sequence HLA-A02:01. The binding affinity (normalized) is 0.0641. (8) The peptide sequence is GIALAVPCV. The MHC is HLA-A25:01 with pseudo-sequence HLA-A25:01. The binding affinity (normalized) is 0.0847. (9) The peptide sequence is NRDVSFQDL. The MHC is HLA-B51:01 with pseudo-sequence HLA-B51:01. The binding affinity (normalized) is 0.0847. (10) The peptide sequence is KSIIIPFIAY. The MHC is HLA-A03:01 with pseudo-sequence HLA-A03:01. The binding affinity (normalized) is 0.365.